From a dataset of Catalyst prediction with 721,799 reactions and 888 catalyst types from USPTO. Predict which catalyst facilitates the given reaction. (1) Reactant: C[O:2][C:3]([C:5]1[CH:6]=[N:7][N:8]([CH3:28])[C:9]=1[C:10](=[O:27])[NH:11][C:12]1[CH:17]=[CH:16][N:15]2[N:18]=[C:19]([C:21]3[CH:26]=[CH:25][CH:24]=[CH:23][CH:22]=3)[N:20]=[C:14]2[CH:13]=1)=[O:4].O.[OH-].[Li+].Cl. Product: [CH3:28][N:8]1[C:9]([C:10](=[O:27])[NH:11][C:12]2[CH:17]=[CH:16][N:15]3[N:18]=[C:19]([C:21]4[CH:26]=[CH:25][CH:24]=[CH:23][CH:22]=4)[N:20]=[C:14]3[CH:13]=2)=[C:5]([C:3]([OH:4])=[O:2])[CH:6]=[N:7]1. The catalyst class is: 24. (2) Reactant: [C:1]([O:5][C:6]([N:8]1[CH2:13][CH2:12][CH:11]([N:14]2[C:27]3[CH:26]=[CH:25][C:24]([C:28]#[N:29])=[CH:23][C:22]=3[O:21][C:20]3[C:15]2=[CH:16][CH:17]=[CH:18][CH:19]=3)[CH2:10][CH2:9]1)=[O:7])([CH3:4])([CH3:3])[CH3:2].[N-:30]=[N+:31]=[N-:32].[Na+].[Cl-].[NH4+]. Product: [C:1]([O:5][C:6]([N:8]1[CH2:13][CH2:12][CH:11]([N:14]2[C:27]3[CH:26]=[CH:25][C:24]([C:28]4[NH:32][N:31]=[N:30][N:29]=4)=[CH:23][C:22]=3[O:21][C:20]3[C:15]2=[CH:16][CH:17]=[CH:18][CH:19]=3)[CH2:10][CH2:9]1)=[O:7])([CH3:4])([CH3:2])[CH3:3]. The catalyst class is: 3. (3) Reactant: C([O:3][C:4]([C:6]1[CH:7]=[N:8][C:9]2[C:14]([C:15]=1[NH:16][CH2:17][C:18]1[CH:23]=[CH:22][C:21]([O:24][CH3:25])=[C:20]([Cl:26])[CH:19]=1)=[CH:13][C:12]([C:27]#[N:28])=[CH:11][C:10]=2[CH2:29][CH3:30])=O)C.C(O[AlH-](OC(C)(C)C)OC(C)(C)C)(C)(C)C.[Li+].C1COCC1. Product: [Cl:26][C:20]1[CH:19]=[C:18]([CH2:17][NH:16][C:15]2[C:14]3[C:9](=[C:10]([CH2:29][CH3:30])[CH:11]=[C:12]([C:27]#[N:28])[CH:13]=3)[N:8]=[CH:7][C:6]=2[CH2:4][OH:3])[CH:23]=[CH:22][C:21]=1[O:24][CH3:25]. The catalyst class is: 1. (4) Reactant: C([O-])([O-])=O.[Na+].[Na+].Cl[C:8]1[N:9]=[C:10]([CH3:32])[C:11]2[CH:16]([CH3:17])[CH2:15][N:14]([C:18]3[CH:23]=[CH:22][C:21]([CH2:24][C:25]([O:27][C:28]([CH3:31])([CH3:30])[CH3:29])=[O:26])=[CH:20][CH:19]=3)[C:12]=2[N:13]=1.[F:33][C:34]1[CH:35]=[C:36](B(O)O)[CH:37]=[CH:38][C:39]=1[O:40][CH3:41].O. Product: [F:33][C:34]1[CH:35]=[C:36]([C:8]2[N:9]=[C:10]([CH3:32])[C:11]3[CH:16]([CH3:17])[CH2:15][N:14]([C:18]4[CH:23]=[CH:22][C:21]([CH2:24][C:25]([O:27][C:28]([CH3:31])([CH3:30])[CH3:29])=[O:26])=[CH:20][CH:19]=4)[C:12]=3[N:13]=2)[CH:37]=[CH:38][C:39]=1[O:40][CH3:41]. The catalyst class is: 104. (5) Reactant: [CH3:1][C:2]1[CH:3]=[CH:4][C:5]([C:8]2[N:12]([C:13]3[CH:14]=[CH:15][C:16]([S:19]([NH2:22])(=[O:21])=[O:20])=[CH:17][CH:18]=3)[N:11]=[C:10]([C:23]([F:26])([F:25])[F:24])[CH:9]=2)=[CH:6][CH:7]=1.[CH3:27][O:28][CH2:29][CH2:30][O:31][CH2:32][CH2:33][O:34][CH3:35]. Product: [CH3:1][C:2]1[CH:3]=[CH:4][C:5]([C:8]2[N:12]([C:13]3[CH:14]=[CH:15][C:16]([S:19]([NH2:22])(=[O:21])=[O:20])=[CH:17][CH:18]=3)[N:11]=[C:10]([C:23]([F:25])([F:24])[F:26])[CH:9]=2)=[CH:6][CH:7]=1.[CH3:27][O:28][CH2:29][CH2:30][O:31][CH2:32][CH2:33][O:34][CH3:35]. The catalyst class is: 27. (6) Reactant: [CH2:1]([Sn](CCCC)(CCCC)C=C)[CH2:2]CC.Br[C:17]1[C:18]([CH2:28][N:29]2[C:37](=[O:38])[C:36]3[C:31](=[CH:32][CH:33]=[CH:34][CH:35]=3)[C:30]2=[O:39])=[N:19][C:20]2[C:25]([CH:26]=1)=[C:24]([F:27])[CH:23]=[CH:22][CH:21]=2. Product: [F:27][C:24]1[CH:23]=[CH:22][CH:21]=[C:20]2[C:25]=1[CH:26]=[C:17]([CH:1]=[CH2:2])[C:18]([CH2:28][N:29]1[C:37](=[O:38])[C:36]3[C:31](=[CH:32][CH:33]=[CH:34][CH:35]=3)[C:30]1=[O:39])=[N:19]2. The catalyst class is: 73. (7) Reactant: [N:1]1[CH:6]=[CH:5][C:4]([CH:7]=[O:8])=[CH:3][CH:2]=1.[OH-].[K+].[N+:11]([CH2:13][C:14]([N:16]1[CH2:20][CH2:19][CH2:18][CH2:17]1)=[O:15])#[C-:12]. Product: [N:1]1[CH:6]=[CH:5][C:4]([C@@H:7]2[O:8][CH:12]=[N:11][C@H:13]2[C:14]([N:16]2[CH2:20][CH2:19][CH2:18][CH2:17]2)=[O:15])=[CH:3][CH:2]=1. The catalyst class is: 5. (8) Reactant: F[B-](F)(F)F.C[Si]([N-][Si](C)(C)C)(C)C.[K+].[SH3+].[CH:17]1([P:23]([CH:30]2[CH2:35][CH2:34][CH2:33][CH2:32][CH2:31]2)[CH:24]2[CH2:29][CH2:28][CH2:27][CH2:26][CH2:25]2)[CH2:22][CH2:21][CH2:20][CH2:19][CH2:18]1. Product: [CH:33]1[CH:32]=[CH:31][C:30]([P:23]([C:24]2[CH:29]=[CH:28][CH:27]=[CH:26][CH:25]=2)[C:17]2[CH:22]=[CH:21][CH:20]=[CH:19][CH:18]=2)=[CH:35][CH:34]=1.[CH:30]1([P:23]([CH:17]2[CH2:18][CH2:19][CH2:20][CH2:21][CH2:22]2)[CH:24]2[CH2:29][CH2:28][CH2:27][CH2:26][CH2:25]2)[CH2:31][CH2:32][CH2:33][CH2:34][CH2:35]1. The catalyst class is: 1.